Dataset: Reaction yield outcomes from USPTO patents with 853,638 reactions. Task: Predict the reaction yield, written as a fraction of the theoretical maximum amount of product (1.0 means a 100% yield; for example, 0.34 means a 34% yield). (1) The reactants are [Cl:1][C:2]1[CH:7]=[CH:6][C:5]([OH:8])=[C:4]([N+:9]([O-:11])=[O:10])[CH:3]=1.[C:12]1([CH:18]2[O:20][CH:19]2[C:21]([O:23][CH2:24][CH3:25])=[O:22])[CH:17]=[CH:16][CH:15]=[CH:14][CH:13]=1.[H-].[Na+]. The catalyst is C(O)C.C(Cl)(Cl)Cl. The product is [OH:20][CH:19]([CH:18]([O:8][C:5]1[CH:6]=[CH:7][C:2]([Cl:1])=[CH:3][C:4]=1[N+:9]([O-:11])=[O:10])[C:12]1[CH:13]=[CH:14][CH:15]=[CH:16][CH:17]=1)[C:21]([O:23][CH2:24][CH3:25])=[O:22]. The yield is 0.330. (2) The reactants are Cl[C:2]1[N:11]=[C:10]([NH:12][CH2:13][CH:14]([CH:21]2[CH2:26][CH2:25][CH2:24][CH2:23][CH2:22]2)[C:15]2[CH:20]=[CH:19][CH:18]=[CH:17][CH:16]=2)[C:9]2[C:4](=[CH:5][CH:6]=[CH:7][CH:8]=2)[N:3]=1.[CH3:27][S:28]([NH:31][C:32]1[CH:37]=[CH:36][C:35](B(O)O)=[CH:34][CH:33]=1)(=[O:30])=[O:29].C1(C(C2C=CC=CN=2)CNC2C3C(=CC=CC=3)N=C(C3C=CC(NS(C)(=O)=O)=CC=3)N=2)C=CC=CC=1. The catalyst is C1CCCCC1.CCOC(C)=O. The product is [CH:21]1([CH:14]([C:15]2[CH:20]=[CH:19][CH:18]=[CH:17][CH:16]=2)[CH2:13][NH:12][C:10]2[C:9]3[C:4](=[CH:5][CH:6]=[CH:7][CH:8]=3)[N:3]=[C:2]([C:35]3[CH:34]=[CH:33][C:32]([NH:31][S:28]([CH3:27])(=[O:29])=[O:30])=[CH:37][CH:36]=3)[N:11]=2)[CH2:26][CH2:25][CH2:24][CH2:23][CH2:22]1. The yield is 0.730. (3) The catalyst is CC(N(C)C)=O. The reactants are [CH:1]([O:4][C:5]([N:7]1[CH2:12][CH2:11][CH:10]([O:13][C:14]2[C:19]([CH3:20])=[C:18](Cl)[N:17]=[CH:16][N:15]=2)[CH2:9][CH2:8]1)=[O:6])([CH3:3])[CH3:2].[F:22][C:23]1[CH:24]=[C:25]([CH2:30][C:31]([OH:33])=[O:32])[CH:26]=[CH:27][C:28]=1[OH:29].[H-].[Na+]. The yield is 0.480. The product is [CH:1]([O:4][C:5]([N:7]1[CH2:12][CH2:11][CH:10]([O:13][C:14]2[C:19]([CH3:20])=[C:18]([O:29][C:28]3[CH:27]=[CH:26][C:25]([CH2:30][C:31]([OH:33])=[O:32])=[CH:24][C:23]=3[F:22])[N:17]=[CH:16][N:15]=2)[CH2:9][CH2:8]1)=[O:6])([CH3:3])[CH3:2]. (4) The reactants are [CH2:1]([O:3][C:4]([C:6]1[C:11]([C:12]2[CH:17]=[CH:16][C:15]([O:18][C:19]3[CH:24]=[CH:23][CH:22]=[CH:21][CH:20]=3)=[CH:14][CH:13]=2)=[CH:10][C:9]([C:25]2[CH2:30][CH2:29][N:28]([C:31]([O:33][C:34]([CH3:37])([CH3:36])[CH3:35])=[O:32])[CH2:27][CH:26]=2)=[CH:8][CH:7]=1)=[O:5])[CH3:2]. The catalyst is CO.[Pd]. The product is [CH2:1]([O:3][C:4]([C:6]1[C:11]([C:12]2[CH:13]=[CH:14][C:15]([O:18][C:19]3[CH:24]=[CH:23][CH:22]=[CH:21][CH:20]=3)=[CH:16][CH:17]=2)=[CH:10][C:9]([CH:25]2[CH2:30][CH2:29][N:28]([C:31]([O:33][C:34]([CH3:35])([CH3:37])[CH3:36])=[O:32])[CH2:27][CH2:26]2)=[CH:8][CH:7]=1)=[O:5])[CH3:2]. The yield is 0.990.